This data is from Catalyst prediction with 721,799 reactions and 888 catalyst types from USPTO. The task is: Predict which catalyst facilitates the given reaction. Reactant: FC(F)(F)C(O)=O.[I:8][C:9]1[CH:14]=[CH:13][C:12]([O:15][CH:16]2[CH2:21][CH2:20][N:19](C(OC(C)(C)C)=O)[CH2:18][CH2:17]2)=[CH:11][CH:10]=1. Product: [I:8][C:9]1[CH:14]=[CH:13][C:12]([O:15][CH:16]2[CH2:21][CH2:20][NH:19][CH2:18][CH2:17]2)=[CH:11][CH:10]=1. The catalyst class is: 4.